From a dataset of Reaction yield outcomes from USPTO patents with 853,638 reactions. Predict the reaction yield, written as a fraction of the theoretical maximum amount of product (1.0 means a 100% yield; for example, 0.34 means a 34% yield). The reactants are Cl[CH2:2][C:3]1[CH:8]=[CH:7][CH:6]=[C:5]([F:9])[CH:4]=1.[C:10]([O:14][C:15](=[O:26])[NH:16][CH2:17][CH2:18][C:19]1[CH:24]=[CH:23][CH:22]=[C:21]([OH:25])[CH:20]=1)([CH3:13])([CH3:12])[CH3:11].C([O-])([O-])=O.[K+].[K+].[I-].[K+]. The catalyst is CN(C)C=O. The product is [C:10]([O:14][C:15](=[O:26])[NH:16][CH2:17][CH2:18][C:19]1[CH:24]=[CH:23][CH:22]=[C:21]([O:25][CH2:2][C:3]2[CH:8]=[CH:7][CH:6]=[C:5]([F:9])[CH:4]=2)[CH:20]=1)([CH3:13])([CH3:11])[CH3:12]. The yield is 0.860.